This data is from Forward reaction prediction with 1.9M reactions from USPTO patents (1976-2016). The task is: Predict the product of the given reaction. (1) Given the reactants Cl[CH2:2][CH2:3][C:4]1[N:16]=[C:15]2[N:6]([C:7]([NH2:19])=[N:8][C:9]3[C:10]([O:17][CH3:18])=[CH:11][CH:12]=[CH:13][C:14]=32)[N:5]=1.FC1C=NC(N2[CH2:32][CH2:31][NH:30][CH2:29][CH2:28]2)=NC=1.[CH3:33]CN(C(C)C)C(C)C, predict the reaction product. The product is: [CH3:18][O:17][C:10]1[C:9]2[N:8]=[C:7]([NH2:19])[N:6]3[N:5]=[C:4]([CH2:3][CH2:2][N:30]4[CH2:29][CH2:28][CH2:33][CH2:32][CH2:31]4)[N:16]=[C:15]3[C:14]=2[CH:13]=[CH:12][CH:11]=1. (2) The product is: [Cl:1][C:2]1[CH:3]=[C:4]([C:8]#[C:9][C@:18]2([OH:22])[CH2:19][CH2:20][CH2:21][C@H:16]([N:12]3[CH:13]=[CH:14][N:15]=[C:11]3[CH3:10])[CH2:17]2)[CH:5]=[CH:6][CH:7]=1. Given the reactants [Cl:1][C:2]1[CH:7]=[CH:6][CH:5]=[C:4]([C:8]#[CH:9])[CH:3]=1.[CH3:10][C:11]1[N:12]([CH:16]2[CH2:21][CH2:20][CH2:19][C:18](=[O:22])[CH2:17]2)[CH:13]=[CH:14][N:15]=1, predict the reaction product. (3) Given the reactants [OH:1][C:2]1[CH:11]=[CH:10][C:5]([C:6]([O:8][CH3:9])=[O:7])=[CH:4][C:3]=1[C:12]([NH:14][CH:15]1[CH2:20][CH2:19][CH2:18][CH:17]([C:21]([O:23][CH3:24])=[O:22])[CH2:16]1)=[O:13].I[CH2:26][CH2:27][CH2:28][C:29]1[CH:34]=[CH:33][C:32]([CH2:35][CH2:36][C:37]2[CH:42]=[CH:41][C:40]([C:43]3[CH:48]=[CH:47][CH:46]=[CH:45][CH:44]=3)=[CH:39][CH:38]=2)=[CH:31][CH:30]=1, predict the reaction product. The product is: [C:40]1([C:43]2[CH:44]=[CH:45][CH:46]=[CH:47][CH:48]=2)[CH:39]=[CH:38][C:37]([CH2:36][CH2:35][C:32]2[CH:33]=[CH:34][C:29]([CH2:28][CH2:27][CH2:26][O:1][C:2]3[CH:11]=[CH:10][C:5]([C:6]([O:8][CH3:9])=[O:7])=[CH:4][C:3]=3[C:12]([NH:14][CH:15]3[CH2:20][CH2:19][CH2:18][CH:17]([C:21]([O:23][CH3:24])=[O:22])[CH2:16]3)=[O:13])=[CH:30][CH:31]=2)=[CH:42][CH:41]=1. (4) The product is: [I:1][C:2]1[CH:3]=[N:4][N:5]([CH2:26][C:27]([F:30])([F:29])[F:28])[CH:6]=1. Given the reactants [I:1][C:2]1[CH:3]=[N:4][NH:5][CH:6]=1.C(=O)([O-])[O-].[Cs+].[Cs+].CN(C=O)C.O([CH2:26][C:27]([F:30])([F:29])[F:28])S(C(F)(F)F)(=O)=O, predict the reaction product. (5) Given the reactants C(N1[CH:12]=[CH:11]N=C1)(N1C=CN=C1)=O.[N:13]1([C:21]2[CH:29]=[CH:28][C:24]([C:25]([OH:27])=[O:26])=[CH:23][CH:22]=2)[CH2:19][CH2:18][C:17](=[O:20])[NH:16][CH2:15][CH2:14]1.[NH2:30][C@H:31]1[CH2:36][C:35]2[C:37]([N:41]3[CH2:46][CH2:45][N:44]([CH3:47])[CH2:43][CH2:42]3)=[CH:38][CH:39]=[CH:40][C:34]=2[O:33][CH2:32]1.C(Cl)(Cl)Cl, predict the reaction product. The product is: [C:25]([O:27][CH2:11][CH3:12])(=[O:26])[CH3:24].[CH3:47][N:44]1[CH2:45][CH2:46][N:41]([C:37]2[C:35]3[CH2:36][C@H:31]([NH:30][C:25](=[O:27])[C:24]4[CH:23]=[CH:22][C:21]([N:13]5[CH2:19][CH2:18][C:17](=[O:20])[NH:16][CH2:15][CH2:14]5)=[CH:29][CH:28]=4)[CH2:32][O:33][C:34]=3[CH:40]=[CH:39][CH:38]=2)[CH2:42][CH2:43]1. (6) The product is: [Br:1][C:2]1[CH:3]=[CH:4][C:5]([N:8]2[CH:12]=[C:11]([CH2:13][CH2:14][CH2:15][OH:16])[C:10]([CH:20]([CH2:23][CH3:24])[CH2:21][CH3:22])=[N:9]2)=[N:6][CH:7]=1. Given the reactants [Br:1][C:2]1[CH:3]=[CH:4][C:5]([N:8]2[CH:12]=[C:11]([CH2:13][CH2:14][C:15](OCC)=[O:16])[C:10]([CH:20]([CH2:23][CH3:24])[CH2:21][CH3:22])=[N:9]2)=[N:6][CH:7]=1.[H-].C([Al+]CC(C)C)C(C)C.Cl, predict the reaction product.